From a dataset of Forward reaction prediction with 1.9M reactions from USPTO patents (1976-2016). Predict the product of the given reaction. (1) Given the reactants [N:1]1[CH:6]=[CH:5][CH:4]=[CH:3][C:2]=1[NH:7][C:8]1[CH:13]=[CH:12][CH:11]=[CH:10][C:9]=1[NH2:14].[F:15][C:16]1[CH:26]=[CH:25][C:19](/[CH:20]=[CH:21]/[C:22]([Cl:24])=O)=[CH:18][CH:17]=1.N1C=CC=CC=1N1C2C=CC=CC=2N=C1/C=C/C1C=CC=CC=1.Cl, predict the reaction product. The product is: [ClH:24].[N:1]1[CH:6]=[CH:5][CH:4]=[CH:3][C:2]=1[N:7]1[C:8]2[CH:13]=[CH:12][CH:11]=[CH:10][C:9]=2[N:14]=[C:22]1/[CH:21]=[CH:20]/[C:19]1[CH:25]=[CH:26][C:16]([F:15])=[CH:17][CH:18]=1. (2) Given the reactants CCN(C(C)C)C(C)C.[NH2:10][C:11]1([C:17]([NH:19][CH:20]([C:25]2[CH:30]=[CH:29][C:28]([Cl:31])=[CH:27][CH:26]=2)[CH2:21][CH2:22][CH2:23][OH:24])=[O:18])[CH2:16][CH2:15][NH:14][CH2:13][CH2:12]1.Cl[C:33]1[C:34]2[CH:41]=[CH:40][NH:39][C:35]=2[N:36]=[CH:37][N:38]=1, predict the reaction product. The product is: [NH2:10][C:11]1([C:17]([NH:19][CH:20]([C:25]2[CH:30]=[CH:29][C:28]([Cl:31])=[CH:27][CH:26]=2)[CH2:21][CH2:22][CH2:23][OH:24])=[O:18])[CH2:16][CH2:15][N:14]([C:33]2[C:34]3[CH:41]=[CH:40][NH:39][C:35]=3[N:36]=[CH:37][N:38]=2)[CH2:13][CH2:12]1. (3) Given the reactants C([N:8]1[CH2:13][CH2:12][N:11]([S:14]([C:17]2[CH:26]=[CH:25][C:24]3[C:19](=[CH:20][CH:21]=[C:22]([Cl:27])[CH:23]=3)[CH:18]=2)(=[O:16])=[O:15])[CH2:10][CH2:9]1)(OC(C)(C)C)=O.Cl, predict the reaction product. The product is: [Cl:27][C:22]1[CH:23]=[C:24]2[C:19](=[CH:20][CH:21]=1)[CH:18]=[C:17]([S:14]([N:11]1[CH2:10][CH2:9][NH:8][CH2:13][CH2:12]1)(=[O:15])=[O:16])[CH:26]=[CH:25]2. (4) Given the reactants [NH2:1][C:2]1[C:7]([C:8]#[N:9])=[C:6]2[O:10][CH2:11][O:12][C:5]2=[CH:4][C:3]=1[C:13]1[O:14][C:15]2[C:20]([CH2:21][CH:22]=1)=[CH:19][CH:18]=[C:17]([N:23]([CH3:25])[CH3:24])[CH:16]=2.[C:26](OC(=O)C)(=[O:28])[CH3:27], predict the reaction product. The product is: [C:26]([NH:1][C:2]1[C:7]([C:8]#[N:9])=[C:6]2[O:10][CH2:11][O:12][C:5]2=[CH:4][C:3]=1[C:13]1[O:14][C:15]2[C:20]([CH2:21][CH:22]=1)=[CH:19][CH:18]=[C:17]([N:23]([CH3:25])[CH3:24])[CH:16]=2)(=[O:28])[CH3:27]. (5) Given the reactants [Li+].CC([N-]C(C)C)C.[CH3:9][O:10][C:11](=[O:23])[CH2:12][C:13]1[CH:18]=[CH:17][C:16]([C:19]([CH3:22])([CH3:21])[CH3:20])=[CH:15][CH:14]=1.[CH2:24]([O:31][C:32]1[CH:37]=[CH:36][C:35]([CH2:38]Br)=[CH:34][CH:33]=1)[C:25]1[CH:30]=[CH:29][CH:28]=[CH:27][CH:26]=1.[Cl-].[NH4+], predict the reaction product. The product is: [CH3:9][O:10][C:11](=[O:23])[CH:12]([C:13]1[CH:14]=[CH:15][C:16]([C:19]([CH3:20])([CH3:22])[CH3:21])=[CH:17][CH:18]=1)[CH2:38][C:35]1[CH:36]=[CH:37][C:32]([O:31][CH2:24][C:25]2[CH:30]=[CH:29][CH:28]=[CH:27][CH:26]=2)=[CH:33][CH:34]=1. (6) Given the reactants Br[C:2]1[CH:7]=[CH:6][C:5]([O:8][CH2:9][C:10]2[CH:15]=[CH:14][C:13]([CH2:16][CH3:17])=[CH:12][CH:11]=2)=[C:4]([O:18][CH3:19])[CH:3]=1.C([Li])CCC.CCCCCC.[C:31]([N:38]1[CH2:41][C:40](=[O:42])[CH2:39]1)([O:33][C:34]([CH3:37])([CH3:36])[CH3:35])=[O:32].O, predict the reaction product. The product is: [CH2:16]([C:13]1[CH:14]=[CH:15][C:10]([CH2:9][O:8][C:5]2[CH:6]=[CH:7][C:2]([C:40]3([OH:42])[CH2:39][N:38]([C:31]([O:33][C:34]([CH3:36])([CH3:35])[CH3:37])=[O:32])[CH2:41]3)=[CH:3][C:4]=2[O:18][CH3:19])=[CH:11][CH:12]=1)[CH3:17]. (7) Given the reactants [Si]([O:8][CH2:9][C:10]1[C:18]2[O:17][N:16]=[C:15]([CH2:19][CH2:20][CH:21]3[CH2:26][CH2:25][N:24]([C:27]([O:29][C:30]([CH3:33])([CH3:32])[CH3:31])=[O:28])[CH2:23][CH2:22]3)[C:14]=2[CH:13]=[CH:12][C:11]=1OS(C(F)(F)F)(=O)=O)(C(C)(C)C)(C)C.C([Sn](CCCC)(CCCC)[C:47]1[CH:54]=[CH:53][C:50]([C:51]#[N:52])=[CH:49][CH:48]=1)CCC.[Cl-].[Li+].[F-].[K+], predict the reaction product. The product is: [C:51]([C:50]1[CH:53]=[CH:54][C:47]([C:11]2[CH:12]=[CH:13][C:14]3[C:15]([CH2:19][CH2:20][CH:21]4[CH2:22][CH2:23][N:24]([C:27]([O:29][C:30]([CH3:32])([CH3:33])[CH3:31])=[O:28])[CH2:25][CH2:26]4)=[N:16][O:17][C:18]=3[C:10]=2[CH2:9][OH:8])=[CH:48][CH:49]=1)#[N:52]. (8) Given the reactants [Cl:1][Si:2](Cl)([Cl:17])[CH:3]1[CH2:8][Si:7]([Cl:10])([Cl:9])[CH:6]([Si:11](Cl)([Cl:13])[Cl:12])[CH2:5][Si:4]1([Cl:16])[Cl:15].C[SiH](Cl)Cl, predict the reaction product. The product is: [Cl:13][SiH:11]([Cl:12])[CH:6]1[CH2:5][Si:4]([Cl:15])([Cl:16])[CH:3]([SiH:2]([Cl:1])[Cl:17])[CH2:8][Si:7]1([Cl:10])[Cl:9].